Dataset: NCI-60 drug combinations with 297,098 pairs across 59 cell lines. Task: Regression. Given two drug SMILES strings and cell line genomic features, predict the synergy score measuring deviation from expected non-interaction effect. (1) Drug 1: CC1CCC2CC(C(=CC=CC=CC(CC(C(=O)C(C(C(=CC(C(=O)CC(OC(=O)C3CCCCN3C(=O)C(=O)C1(O2)O)C(C)CC4CCC(C(C4)OC)OCCO)C)C)O)OC)C)C)C)OC. Drug 2: C1CN(CCN1C(=O)CCBr)C(=O)CCBr. Cell line: UO-31. Synergy scores: CSS=14.9, Synergy_ZIP=-5.74, Synergy_Bliss=-1.26, Synergy_Loewe=-0.274, Synergy_HSA=0.963. (2) Drug 1: C1=CC=C(C=C1)NC(=O)CCCCCCC(=O)NO. Drug 2: CC1=C(C(=CC=C1)Cl)NC(=O)C2=CN=C(S2)NC3=CC(=NC(=N3)C)N4CCN(CC4)CCO. Cell line: LOX IMVI. Synergy scores: CSS=3.79, Synergy_ZIP=-0.266, Synergy_Bliss=1.16, Synergy_Loewe=-0.0102, Synergy_HSA=-0.957.